From a dataset of Catalyst prediction with 721,799 reactions and 888 catalyst types from USPTO. Predict which catalyst facilitates the given reaction. (1) Reactant: Br[C:2]1[N:3]=[C:4]2[C:10]([C:11]([NH:13][CH:14]([CH3:16])[CH3:15])=[O:12])=[CH:9][N:8]([CH2:17][O:18][CH2:19][CH2:20][Si:21]([CH3:24])([CH3:23])[CH3:22])[C:5]2=[N:6][CH:7]=1.[CH3:25][N:26]1[C:30]2[CH2:31][CH2:32][CH2:33][C:29]=2[C:28]([Sn](CCCC)(CCCC)CCCC)=[N:27]1. Product: [CH:14]([NH:13][C:11]([C:10]1[C:4]2[C:5](=[N:6][CH:7]=[C:2]([C:28]3[C:29]4[CH2:33][CH2:32][CH2:31][C:30]=4[N:26]([CH3:25])[N:27]=3)[N:3]=2)[N:8]([CH2:17][O:18][CH2:19][CH2:20][Si:21]([CH3:24])([CH3:23])[CH3:22])[CH:9]=1)=[O:12])([CH3:16])[CH3:15]. The catalyst class is: 441. (2) Reactant: [CH3:1][C:2]1([CH3:12])[O:6][C@@H:5]([CH2:7][C:8]([OH:10])=[O:9])[C:4](=[O:11])[O:3]1.C(O)(=O)[C@H](CC(O)=O)O.C(N(CC)CC)C.[C:29]([Si:33](Cl)([C:40]1[CH:45]=[CH:44][CH:43]=[CH:42][CH:41]=1)[C:34]1[CH:39]=[CH:38][CH:37]=[CH:36][CH:35]=1)([CH3:32])([CH3:31])[CH3:30]. Product: [CH3:1][C:2]1([CH3:12])[O:6][C@@H:5]([CH2:7][C:8]([O:10][Si:33]([C:29]([CH3:32])([CH3:31])[CH3:30])([C:40]2[CH:41]=[CH:42][CH:43]=[CH:44][CH:45]=2)[C:34]2[CH:39]=[CH:38][CH:37]=[CH:36][CH:35]=2)=[O:9])[C:4](=[O:11])[O:3]1. The catalyst class is: 426. (3) Reactant: [OH:1][CH2:2][CH:3]1[CH:8]([NH:9]C(=O)OC(C)(C)C)[CH2:7][CH2:6][CH2:5][NH:4]1.CCN(C(C)C)C(C)C.[CH:26]1[CH:31]=[CH:30][C:29]([CH2:32][O:33][C:34](Cl)=[O:35])=[CH:28][CH:27]=1. Product: [NH2:9][CH:8]1[CH2:7][CH2:6][CH2:5][N:4]([C:34]([O:33][CH2:32][C:29]2[CH:30]=[CH:31][CH:26]=[CH:27][CH:28]=2)=[O:35])[CH:3]1[CH2:2][OH:1]. The catalyst class is: 2. (4) Reactant: [CH2:1]([N:4]1[C:12]2[C:11](=[O:13])[NH:10][C:9](=[O:14])[NH:8][C:7]=2[N:6]=[CH:5]1)[CH:2]=[CH2:3].C1C(=O)N([Cl:22])C(=O)C1.CO. Product: [Cl:22][C:5]1[N:4]([CH2:1][CH:2]=[CH2:3])[C:12]2[C:11](=[O:13])[NH:10][C:9](=[O:14])[NH:8][C:7]=2[N:6]=1. The catalyst class is: 3. (5) Reactant: CO[C:3]([O:9][CH3:10])=[C:4]([C:7]#[N:8])[C:5]#[N:6].C(N(CC)CC)C.Cl.[C:19]([NH:23][NH2:24])([CH3:22])([CH3:21])[CH3:20]. Product: [NH2:6][C:5]1[N:23]([C:19]([CH3:22])([CH3:21])[CH3:20])[N:24]=[C:3]([O:9][CH3:10])[C:4]=1[C:7]#[N:8]. The catalyst class is: 5.